From a dataset of Catalyst prediction with 721,799 reactions and 888 catalyst types from USPTO. Predict which catalyst facilitates the given reaction. (1) Reactant: Br[C:2]1[CH:7]=[C:6]([Cl:8])[CH:5]=[C:4]([F:9])[C:3]=1[NH:10][C:11](=[O:17])[O:12][C:13]([CH3:16])([CH3:15])[CH3:14].C([Li])CCC.[CH3:23][O:24][C:25]1[C:26]([O:33][CH3:34])=[C:27]([CH:30]=[CH:31][CH:32]=1)[CH:28]=[O:29].[Cl-].[NH4+]. Product: [Cl:8][C:6]1[CH:5]=[C:4]([F:9])[C:3]([NH:10][C:11](=[O:17])[O:12][C:13]([CH3:16])([CH3:15])[CH3:14])=[C:2]([CH:28]([C:27]2[CH:30]=[CH:31][CH:32]=[C:25]([O:24][CH3:23])[C:26]=2[O:33][CH3:34])[OH:29])[CH:7]=1. The catalyst class is: 54. (2) Reactant: [Br:1][C:2]1[CH:3]=[C:4]([C:8]([F:35])([F:34])[C:9](=[O:33])/[CH:10]=[CH:11]/[C@H:12]2[CH2:17][CH2:16][O:15][C:14](=[O:18])[N:13]2[CH2:19][CH2:20][CH2:21][C:22]2[S:26][C:25]([C:27]([O:29][CH:30]([CH3:32])[CH3:31])=[O:28])=[CH:24][CH:23]=2)[CH:5]=[CH:6][CH:7]=1.C(O)=O.C(N(CC)CC)C. Product: [Br:1][C:2]1[CH:3]=[C:4]([C:8]([F:35])([F:34])[C@H:9]([OH:33])/[CH:10]=[CH:11]/[C@H:12]2[CH2:17][CH2:16][O:15][C:14](=[O:18])[N:13]2[CH2:19][CH2:20][CH2:21][C:22]2[S:26][C:25]([C:27]([O:29][CH:30]([CH3:31])[CH3:32])=[O:28])=[CH:24][CH:23]=2)[CH:5]=[CH:6][CH:7]=1. The catalyst class is: 2. (3) Reactant: Br[CH2:2][C:3]1[N:8]([C:9]2[CH:14]=[CH:13][CH:12]=[CH:11][C:10]=2[Cl:15])[C:7](=[O:16])[C:6]([C:17]#[N:18])=[C:5]([Cl:19])[CH:4]=1.[C:20]([O-:23])(=[O:22])[CH3:21].[Na+].O. Product: [C:20]([O:23][CH2:2][C:3]1[N:8]([C:9]2[CH:14]=[CH:13][CH:12]=[CH:11][C:10]=2[Cl:15])[C:7](=[O:16])[C:6]([C:17]#[N:18])=[C:5]([Cl:19])[CH:4]=1)(=[O:22])[CH3:21]. The catalyst class is: 21.